Dataset: Full USPTO retrosynthesis dataset with 1.9M reactions from patents (1976-2016). Task: Predict the reactants needed to synthesize the given product. (1) Given the product [CH:37]1([P:30]([CH:31]2[CH2:32][CH2:33][CH2:34][CH2:35][CH2:36]2)[C:5]2[C-:4]([N:2]([CH3:3])[CH3:1])[CH:8]=[CH:7][CH:6]=2)[CH2:38][CH2:39][CH2:40][CH2:41][CH2:42]1.[CH-:9]1[CH:13]=[CH:12][CH:11]=[CH:10]1.[Fe+2:14], predict the reactants needed to synthesize it. The reactants are: [CH3:1][N:2]([C-:4]1[CH:8]=[CH:7][CH:6]=[CH:5]1)[CH3:3].[CH-:9]1[CH:13]=[CH:12][CH:11]=[CH:10]1.[Fe+2:14].B(F)(F)F.CCOCC.[Li]CCCC.Cl[P:30]([CH:37]1[CH2:42][CH2:41][CH2:40][CH2:39][CH2:38]1)[CH:31]1[CH2:36][CH2:35][CH2:34][CH2:33][CH2:32]1.C([O-])(O)=O.[Na+]. (2) Given the product [Br:1][C:2]1[CH:3]=[C:4]2[C:5]([CH:8]=[CH:12][NH:9]2)=[CH:6][CH:7]=1, predict the reactants needed to synthesize it. The reactants are: [Br:1][C:2]1[CH:7]=[CH:6][C:5]([CH3:8])=[C:4]([N+:9]([O-])=O)[CH:3]=1.[CH3:12]N(C)C=O.N1CCCC1.C(O)(=O)C.